This data is from Full USPTO retrosynthesis dataset with 1.9M reactions from patents (1976-2016). The task is: Predict the reactants needed to synthesize the given product. (1) Given the product [CH3:8][C:7]([CH3:10])([CH3:9])[CH2:6][C:3]1[CH:1]=[N:12][NH:13][C:4]=1[NH2:5], predict the reactants needed to synthesize it. The reactants are: [CH:1]([CH:3]([CH2:6][C:7]([CH3:10])([CH3:9])[CH3:8])[C:4]#[N:5])=O.O.[NH2:12][NH2:13]. (2) Given the product [OH:2][CH:1]([C:3]1[CH:4]=[C:5]([CH:8]=[CH:9][C:10]=1[CH:11]1[C:16]2[C:17](=[O:20])[CH2:18][CH2:19][C:15]=2[N:14]([C:21]2[CH:26]=[CH:25][CH:24]=[C:23]([C:27]([F:30])([F:29])[F:28])[CH:22]=2)[C:13](=[O:31])[N:12]1[CH3:32])[C:6]#[N:7])[CH3:35], predict the reactants needed to synthesize it. The reactants are: [CH:1]([C:3]1[CH:4]=[C:5]([CH:8]=[CH:9][C:10]=1[CH:11]1[C:16]2[C:17](=[O:20])[CH2:18][CH2:19][C:15]=2[N:14]([C:21]2[CH:26]=[CH:25][CH:24]=[C:23]([C:27]([F:30])([F:29])[F:28])[CH:22]=2)[C:13](=[O:31])[N:12]1[CH3:32])[C:6]#[N:7])=[O:2].O.Cl.[C:35](OCC)(=O)C. (3) Given the product [CH3:1][O:2][C:3](=[O:17])[C@@H:4]([O:14][CH2:15][CH3:16])[CH2:5][C:6]1[CH:11]=[CH:10][C:9]([O:12][CH2:19][C:20]2[N:21]=[C:22]([C:25]3[CH:30]=[CH:29][C:28]([Cl:31])=[CH:27][CH:26]=3)[S:23][CH:24]=2)=[CH:8][C:7]=1[CH3:13], predict the reactants needed to synthesize it. The reactants are: [CH3:1][O:2][C:3](=[O:17])[C@@H:4]([O:14][CH2:15][CH3:16])[CH2:5][C:6]1[CH:11]=[CH:10][C:9]([OH:12])=[CH:8][C:7]=1[CH3:13].Cl[CH2:19][C:20]1[N:21]=[C:22]([C:25]2[CH:30]=[CH:29][C:28]([Cl:31])=[CH:27][CH:26]=2)[S:23][CH:24]=1.C(=O)([O-])[O-].[Cs+].[Cs+].[I-].[K+]. (4) Given the product [Br:1][C:2]1[N:7]=[C:6]([CH2:8][C:9]([OH:14])=[O:11])[CH:5]=[CH:4][CH:3]=1, predict the reactants needed to synthesize it. The reactants are: [Br:1][C:2]1[N:7]=[C:6]([CH2:8][C:9]#N)[CH:5]=[CH:4][CH:3]=1.[OH-:11].[Na+].C[OH:14]. (5) Given the product [OH:4][CH2:3][C:2]([NH:1][S:22]([C:19]1[CH:18]=[CH:17][C:16]([O:15][CH3:14])=[CH:21][CH:20]=1)(=[O:24])=[O:23])([CH3:6])[CH3:5], predict the reactants needed to synthesize it. The reactants are: [NH2:1][C:2]([CH3:6])([CH3:5])[CH2:3][OH:4].C(N(CC)CC)C.[CH3:14][O:15][C:16]1[CH:21]=[CH:20][C:19]([S:22](Cl)(=[O:24])=[O:23])=[CH:18][CH:17]=1. (6) Given the product [CH2:1]([O:5][C:6]([C:8]1[C:9]([OH:18])=[C:10]2[CH:17]=[CH:16][S:15][C:11]2=[C:12]([C:19]#[N:20])[N:13]=1)=[O:7])[CH2:2][CH2:3][CH3:4], predict the reactants needed to synthesize it. The reactants are: [CH2:1]([O:5][C:6]([C:8]1[C:9]([OH:18])=[C:10]2[CH:17]=[CH:16][S:15][C:11]2=[C:12](Br)[N:13]=1)=[O:7])[CH2:2][CH2:3][CH3:4].[C:19]([Cu])#[N:20].CN(C)C=O.